Dataset: Full USPTO retrosynthesis dataset with 1.9M reactions from patents (1976-2016). Task: Predict the reactants needed to synthesize the given product. Given the product [F:18][C:19]1[C:36]([NH:37][S:38]([CH2:41][CH2:42][CH3:43])(=[O:40])=[O:39])=[CH:35][CH:34]=[C:33]([F:44])[C:20]=1[C:21]([NH:23][C:24]1[CH:25]=[C:26]2[C:32]([F:6])=[CH:31][NH:30][C:27]2=[N:28][CH:29]=1)=[O:22], predict the reactants needed to synthesize it. The reactants are: [O-]S(C(F)(F)[F:6])(=O)=O.F[N+]1C(Cl)=CC=CC=1Cl.[F:18][C:19]1[C:36]([NH:37][S:38]([CH2:41][CH2:42][CH3:43])(=[O:40])=[O:39])=[CH:35][CH:34]=[C:33]([F:44])[C:20]=1[C:21]([NH:23][C:24]1[CH:25]=[C:26]2[CH:32]=[CH:31][NH:30][C:27]2=[N:28][CH:29]=1)=[O:22].